From a dataset of Full USPTO retrosynthesis dataset with 1.9M reactions from patents (1976-2016). Predict the reactants needed to synthesize the given product. (1) Given the product [N:45]([CH2:2][C:3]1[CH2:9][C:8]2[CH:10]=[C:11]3[O:16][CH2:15][O:14][C:12]3=[CH:13][C:7]=2[C:6]([C:17]2[CH:22]=[CH:21][C:20]([N+:23]([O-:25])=[O:24])=[CH:19][CH:18]=2)=[N:5][N:4]=1)=[N+:46]=[N-:47], predict the reactants needed to synthesize it. The reactants are: O[CH2:2][C:3]1[CH2:9][C:8]2[CH:10]=[C:11]3[O:16][CH2:15][O:14][C:12]3=[CH:13][C:7]=2[C:6]([C:17]2[CH:22]=[CH:21][C:20]([N+:23]([O-:25])=[O:24])=[CH:19][CH:18]=2)=[N:5][N:4]=1.C1(P(C2C=CC=CC=2)C2C=CC=CC=2)C=CC=CC=1.[NH:45]=[N+:46]=[N-:47].C(OC(N=NC(OCC)=O)=O)C. (2) Given the product [CH2:1]([O:8][CH2:9][N:10]1[C:15](=[O:16])[C:14]([Br:17])=[N:13][N:12]([CH2:18][CH2:19][C:20]2[CH:25]=[CH:24][C:23]([O:31][CH2:29][CH3:30])=[CH:22][CH:21]=2)[C:11]1=[O:28])[C:2]1[CH:7]=[CH:6][CH:5]=[CH:4][CH:3]=1, predict the reactants needed to synthesize it. The reactants are: [CH2:1]([O:8][CH2:9][N:10]1[C:15](=[O:16])[C:14]([Br:17])=[N:13][N:12]([CH2:18][C:19](F)(F)[C:20]2[CH:25]=[CH:24][CH:23]=[CH:22][CH:21]=2)[C:11]1=[O:28])[C:2]1[CH:7]=[CH:6][CH:5]=[CH:4][CH:3]=1.[CH2:29]([O:31]C1C=CC(CCO)=CC=1)[CH3:30]. (3) Given the product [NH:1]1[CH2:2][CH2:3][CH:4]([O:7][C@@H:8]2[CH2:13][CH2:12][C@H:11]([CH2:14][C:15]([OH:17])=[O:16])[CH2:10][CH2:9]2)[CH2:5][CH2:6]1, predict the reactants needed to synthesize it. The reactants are: [NH:1]1[CH2:6][CH2:5][CH:4]([O:7][C@@H:8]2[CH2:13][CH2:12][C@H:11]([CH2:14][C:15]([O:17]C)=[O:16])[CH2:10][CH2:9]2)[CH2:3][CH2:2]1.[OH-].[Li+]. (4) Given the product [C:41]([O:40][C:38]([N:26]1[C:25]2[CH:27]=[CH:28][CH:29]=[CH:30][C:24]=2[N:23]=[C:22]1[C:11]1([NH:14][C:15]([O:17][C:18]([CH3:21])([CH3:20])[CH3:19])=[O:16])[CH2:10][CH2:9][N:8]([C:6]([O:5][C:1]([CH3:2])([CH3:3])[CH3:4])=[O:7])[CH2:13][CH2:12]1)=[O:39])([CH3:44])([CH3:43])[CH3:42], predict the reactants needed to synthesize it. The reactants are: [C:1]([O:5][C:6]([N:8]1[CH2:13][CH2:12][C:11]([C:22]2[NH:26][C:25]3[CH:27]=[CH:28][CH:29]=[CH:30][C:24]=3[N:23]=2)([NH:14][C:15]([O:17][C:18]([CH3:21])([CH3:20])[CH3:19])=[O:16])[CH2:10][CH2:9]1)=[O:7])([CH3:4])([CH3:3])[CH3:2].C(N(CC)CC)C.[C:38](O[C:38]([O:40][C:41]([CH3:44])([CH3:43])[CH3:42])=[O:39])([O:40][C:41]([CH3:44])([CH3:43])[CH3:42])=[O:39].